This data is from Reaction yield outcomes from USPTO patents with 853,638 reactions. The task is: Predict the reaction yield, written as a fraction of the theoretical maximum amount of product (1.0 means a 100% yield; for example, 0.34 means a 34% yield). The reactants are Cl.CN(C)CCCN=C=NCC.CN(C=O)C.[CH3:18][N:19]1[C:27]2[C:22](=[CH:23][CH:24]=[CH:25][CH:26]=2)[C:21]([CH3:28])=[C:20]1[C:29]([OH:31])=O.[NH2:32][C@H:33]([C:37]([NH:39][CH:40]([CH:49]([OH:52])[CH2:50][F:51])[CH2:41][C:42]([O:44][C:45]([CH3:48])([CH3:47])[CH3:46])=[O:43])=[O:38])[CH:34]([CH3:36])[CH3:35]. The catalyst is CN(C)C1C=CN=CC=1.C(Cl)Cl. The product is [CH3:18][N:19]1[C:27]2[C:22](=[CH:23][CH:24]=[CH:25][CH:26]=2)[C:21]([CH3:28])=[C:20]1[C:29]([NH:32][C@H:33]([C:37]([NH:39][CH:40]([CH:49]([OH:52])[CH2:50][F:51])[CH2:41][C:42]([O:44][C:45]([CH3:46])([CH3:47])[CH3:48])=[O:43])=[O:38])[CH:34]([CH3:35])[CH3:36])=[O:31]. The yield is 0.560.